Dataset: Forward reaction prediction with 1.9M reactions from USPTO patents (1976-2016). Task: Predict the product of the given reaction. (1) Given the reactants Cl[C:2]([O:4][CH2:5][CH3:6])=[O:3].[Br:7][C:8]1[N:12]([CH3:13])[CH:11]=[N:10][CH:9]=1, predict the reaction product. The product is: [CH2:5]([O:4][C:2]([C:11]1[N:12]([CH3:13])[C:8]([Br:7])=[CH:9][N:10]=1)=[O:3])[CH3:6]. (2) Given the reactants [Br:1][C:2]1[CH:7]=[CH:6][CH:5]=[C:4]([CH3:8])[C:3]=1/[CH:9]=[CH:10]/[C:11]([O:13][CH2:14][CH3:15])=[O:12], predict the reaction product. The product is: [Br:1][C:2]1[CH:7]=[CH:6][CH:5]=[C:4]([CH3:8])[C:3]=1[CH2:9][CH2:10][C:11]([O:13][CH2:14][CH3:15])=[O:12]. (3) Given the reactants Cl.[C:2]([O:8][CH3:9])(OC)(OC)[CH3:3].[NH2:10][C:11]1[C:12]([NH:33][CH3:34])=[N:13][C:14]([O:28]CCOC)=[CH:15][C:16]=1[NH:17][CH2:18][C:19]1[C:24]([CH3:25])=[CH:23][CH:22]=[CH:21][C:20]=1[CH2:26][CH3:27].[C:35]([OH:42])(=[O:41])/[CH:36]=[CH:37]/[C:38]([OH:40])=[O:39], predict the reaction product. The product is: [C:35]([OH:42])(=[O:41])/[CH:36]=[CH:37]/[C:38]([OH:40])=[O:39].[CH2:26]([C:20]1[CH:21]=[CH:22][CH:23]=[C:24]([CH3:25])[C:19]=1[CH2:18][NH:17][C:16]1[CH:15]=[C:14]([O:28][CH2:3][CH2:2][O:8][CH3:9])[N:13]=[C:12]2[N:33]([CH3:34])[C:35]([CH3:36])=[N:10][C:11]=12)[CH3:27]. (4) Given the reactants [C:1]([O:5][C:6](=[O:36])[NH:7][CH2:8][CH2:9][CH2:10][N:11]([C:29]([O:31][C:32]([CH3:35])([CH3:34])[CH3:33])=[O:30])[CH:12]([C:14]1[CH:19]=[CH:18][C:17](B2OC(C)(C)C(C)(C)O2)=[CH:16][CH:15]=1)[CH3:13])([CH3:4])([CH3:3])[CH3:2].[NH2:37][C:38]1[C:43]([I:44])=[CH:42][NH:41][C:40](=[O:45])[N:39]=1.CO.CN(C)CCN(C)C, predict the reaction product. The product is: [C:1]([O:5][C:6](=[O:36])[NH:7][CH2:8][CH2:9][CH2:10][N:11]([CH:12]([C:14]1[CH:15]=[CH:16][C:17]([N:41]2[CH:42]=[C:43]([I:44])[C:38]([NH2:37])=[N:39][C:40]2=[O:45])=[CH:18][CH:19]=1)[CH3:13])[C:29]([O:31][C:32]([CH3:34])([CH3:35])[CH3:33])=[O:30])([CH3:2])([CH3:3])[CH3:4].